Predict the product of the given reaction. From a dataset of Forward reaction prediction with 1.9M reactions from USPTO patents (1976-2016). (1) Given the reactants [CH3:1][O:2][C:3]1[CH:8]=[CH:7][CH:6]=[CH:5][C:4]=1[CH:9]=[CH:10][C:11]([OH:13])=O.[CH3:14][CH2:15][CH2:16][CH:17]([NH2:21])[CH2:18][CH2:19][CH3:20], predict the reaction product. The product is: [CH3:1][O:2][C:3]1[CH:8]=[CH:7][CH:6]=[CH:5][C:4]=1[CH:9]=[CH:10][C:11]([NH:21][CH:17]([CH2:18][CH2:19][CH3:20])[CH2:16][CH2:15][CH3:14])=[O:13]. (2) Given the reactants [Cl:1][C:2]1[C:3]([C:32]2[C:40]3[C:35](=[CH:36][CH:37]=[CH:38][CH:39]=3)[N:34](S(C3C=CC=CC=3)(=O)=O)[CH:33]=2)=[N:4][C:5]([NH:8][CH:9]2[CH2:14][CH2:13][CH2:12][N:11]([C:15]([C:17]3[CH:22]=[CH:21][C:20]([NH:23][C:24](=[O:31])/[CH:25]=[CH:26]/[CH2:27][N:28]([CH3:30])[CH3:29])=[CH:19][CH:18]=3)=[O:16])[CH2:10]2)=[N:6][CH:7]=1.[OH-].[Na+], predict the reaction product. The product is: [Cl:1][C:2]1[C:3]([C:32]2[C:40]3[C:35](=[CH:36][CH:37]=[CH:38][CH:39]=3)[NH:34][CH:33]=2)=[N:4][C:5]([NH:8][CH:9]2[CH2:14][CH2:13][CH2:12][N:11]([C:15]([C:17]3[CH:18]=[CH:19][C:20]([NH:23][C:24](=[O:31])/[CH:25]=[CH:26]/[CH2:27][N:28]([CH3:29])[CH3:30])=[CH:21][CH:22]=3)=[O:16])[CH2:10]2)=[N:6][CH:7]=1. (3) Given the reactants CI.[C:3](=O)([O-])[O-].[NH2:7][C:8]1[C:13]([OH:14])=[CH:12][CH:11]=[CH:10][C:9]=1[C:15](=[O:17])[CH3:16], predict the reaction product. The product is: [NH2:7][C:8]1[C:13]([O:14][CH3:3])=[CH:12][CH:11]=[CH:10][C:9]=1[C:15](=[O:17])[CH3:16]. (4) Given the reactants ClC1C=CC=CC=1NC(=O)NC1C=CC(C2C=C3C(CN([C@@H](C(C)C)C(O)=O)C3=O)=CC=2)=NC=1.[CH2:35]1[C:43]2[C:38](=[CH:39][C:40]([NH:44][C:45](=[O:72])[NH:46][C:47]3[CH:52]=[CH:51][C:50]([C:53]4[CH:61]=[C:60]5[C:56]([CH2:57][N:58]([C@@H:63]([CH:68]([CH3:70])[CH3:69])[C:64]([O:66]C)=[O:65])[C:59]5=[O:62])=[CH:55][CH:54]=4)=[CH:49][C:48]=3[F:71])=[CH:41][CH:42]=2)[CH2:37][CH2:36]1, predict the reaction product. The product is: [CH2:35]1[C:43]2[C:38](=[CH:39][C:40]([NH:44][C:45](=[O:72])[NH:46][C:47]3[CH:52]=[CH:51][C:50]([C:53]4[CH:61]=[C:60]5[C:56]([CH2:57][N:58]([C@@H:63]([CH:68]([CH3:69])[CH3:70])[C:64]([OH:66])=[O:65])[C:59]5=[O:62])=[CH:55][CH:54]=4)=[CH:49][C:48]=3[F:71])=[CH:41][CH:42]=2)[CH2:37][CH2:36]1. (5) Given the reactants [Cl:1][C:2]1[C:3]([OH:11])=[N:4][CH:5]=[C:6]([N+:8]([O-:10])=[O:9])[CH:7]=1.[CH3:12][O:13][C:14]1[CH:21]=[CH:20][C:17]([CH2:18]Br)=[CH:16][CH:15]=1, predict the reaction product. The product is: [Cl:1][C:2]1[C:3](=[O:11])[N:4]([CH2:18][C:17]2[CH:20]=[CH:21][C:14]([O:13][CH3:12])=[CH:15][CH:16]=2)[CH:5]=[C:6]([N+:8]([O-:10])=[O:9])[CH:7]=1. (6) Given the reactants [CH3:1][C:2]1[CH:7]=[C:6]([C:8](=O)[CH2:9][CH:10]([C:17]2[CH:22]=[CH:21][CH:20]=[CH:19][CH:18]=2)[C:11]2[CH:16]=[CH:15][CH:14]=[CH:13][CH:12]=2)[CH:5]=[C:4]([CH3:24])[N:3]=1.Cl.[NH2:26][OH:27].C([O-])(O)=O.[Na+], predict the reaction product. The product is: [CH3:1][C:2]1[CH:7]=[C:6]([C:8](=[N:26][OH:27])[CH2:9][CH:10]([C:17]2[CH:22]=[CH:21][CH:20]=[CH:19][CH:18]=2)[C:11]2[CH:16]=[CH:15][CH:14]=[CH:13][CH:12]=2)[CH:5]=[C:4]([CH3:24])[N:3]=1.